Dataset: Forward reaction prediction with 1.9M reactions from USPTO patents (1976-2016). Task: Predict the product of the given reaction. (1) Given the reactants [C:1]([O:7][C:8]([CH3:11])([CH3:10])[CH3:9])(=[O:6])[CH2:2][C:3]([CH3:5])=O.[Br:12][C:13]1[CH:14]=[C:15]([CH:18]=[CH:19][C:20]=1[F:21])[CH:16]=O.[NH4+:22].[OH-:23], predict the reaction product. The product is: [Br:12][C:13]1[CH:14]=[C:15]([CH:16]2[C:2]([C:1]([O:7][C:8]([CH3:11])([CH3:10])[CH3:9])=[O:6])=[C:3]([CH3:5])[NH:22][C:3]([CH3:5])=[C:2]2[C:1]([O:7][C:8]([CH3:11])([CH3:10])[CH3:9])=[O:23])[CH:18]=[CH:19][C:20]=1[F:21]. (2) Given the reactants [CH:1]1([N:5]2[CH2:10][CH2:9][CH:8]([O:11][C:12]3[S:13][C:14]4[CH2:15][NH:16][CH2:17][CH2:18][C:19]=4[N:20]=3)[CH2:7][CH2:6]2)[CH2:4][CH2:3][CH2:2]1.C(N(CC)CC)C.[C:28](Cl)(=[O:31])[CH2:29][CH3:30], predict the reaction product. The product is: [CH:1]1([N:5]2[CH2:6][CH2:7][CH:8]([O:11][C:12]3[S:13][C:14]4[CH2:15][N:16]([C:28](=[O:31])[CH2:29][CH3:30])[CH2:17][CH2:18][C:19]=4[N:20]=3)[CH2:9][CH2:10]2)[CH2:2][CH2:3][CH2:4]1.